Task: Predict the reactants needed to synthesize the given product.. Dataset: Full USPTO retrosynthesis dataset with 1.9M reactions from patents (1976-2016) (1) Given the product [CH3:4][CH:3]([CH3:5])[CH2:2][CH2:1][NH:7][CH2:8][CH:9]1[CH2:18][CH2:17][CH2:16][C:15]2[CH:14]=[C:13]([O:19][C:20]3[CH:28]=[CH:27][C:23]([C:24]([NH2:26])=[O:25])=[CH:22][N:21]=3)[CH:12]=[CH:11][C:10]1=2, predict the reactants needed to synthesize it. The reactants are: [CH:1](=O)[CH2:2][CH:3]([CH3:5])[CH3:4].[NH2:7][CH2:8][CH:9]1[CH2:18][CH2:17][CH2:16][C:15]2[CH:14]=[C:13]([O:19][C:20]3[CH:28]=[CH:27][C:23]([C:24]([NH2:26])=[O:25])=[CH:22][N:21]=3)[CH:12]=[CH:11][C:10]1=2.[BH4-].[Na+]. (2) Given the product [CH3:36][C:28]1[CH:33]=[CH:32][C:31]([CH2:34][N:1]2[CH2:6][CH2:5][CH2:4][CH2:3][CH:2]2[CH2:7][CH2:8][O:9][C:10]2[CH:11]=[CH:12][C:13]([C:16]3[NH:20][C:19]4[CH:21]=[CH:22][C:23]([C:25]([NH2:27])=[O:26])=[CH:24][C:18]=4[N:17]=3)=[CH:14][CH:15]=2)=[CH:30][CH:29]=1, predict the reactants needed to synthesize it. The reactants are: [NH:1]1[CH2:6][CH2:5][CH2:4][CH2:3][CH:2]1[CH2:7][CH2:8][O:9][C:10]1[CH:15]=[CH:14][C:13]([C:16]2[NH:20][C:19]3[CH:21]=[CH:22][C:23]([C:25]([NH2:27])=[O:26])=[CH:24][C:18]=3[N:17]=2)=[CH:12][CH:11]=1.[C:28]1([CH3:36])[CH:33]=[CH:32][C:31]([CH:34]=O)=[CH:30][CH:29]=1.[BH-](OC(C)=O)(OC(C)=O)OC(C)=O.[Na+]. (3) Given the product [CH3:1][N:2]1[CH:6]=[C:5]([C:7]2[CH:12]=[CH:11][C:10]([C:13]3[CH:14]=[N:15][CH:16]=[C:17]4[C:22]=3[N:21]=[C:20]([C:23]([N:25]3[CH2:30][CH2:29][NH:28][CH2:27][CH2:26]3)=[O:24])[CH:19]=[CH:18]4)=[CH:9][CH:8]=2)[CH:4]=[N:3]1, predict the reactants needed to synthesize it. The reactants are: [CH3:1][N:2]1[CH:6]=[C:5]([C:7]2[CH:12]=[CH:11][C:10]([C:13]3[CH:14]=[N:15][CH:16]=[C:17]4[C:22]=3[N:21]=[C:20]([C:23]([N:25]3[CH2:30][CH2:29][N:28](C(OC(C)(C)C)=O)[CH2:27][CH2:26]3)=[O:24])[CH:19]=[CH:18]4)=[CH:9][CH:8]=2)[CH:4]=[N:3]1.FC(F)(F)C(O)=O.